From a dataset of Forward reaction prediction with 1.9M reactions from USPTO patents (1976-2016). Predict the product of the given reaction. (1) Given the reactants [Cl:1][C:2]1[C:3]([F:16])=[C:4]([CH:7]=[C:8]([N:10]2[CH2:15][CH2:14][O:13][CH2:12][CH2:11]2)[CH:9]=1)[C:5]#[N:6].B.C1COCC1, predict the reaction product. The product is: [Cl:1][C:2]1[C:3]([F:16])=[C:4]([CH:7]=[C:8]([N:10]2[CH2:15][CH2:14][O:13][CH2:12][CH2:11]2)[CH:9]=1)[CH2:5][NH2:6]. (2) Given the reactants [CH:1]1([NH:4][CH:5]([C:7]2[CH:8]=[C:9]([C:15]#[C:16][CH2:17][NH:18][C:19](=[O:22])[O:20][CH3:21])[C:10]([O:13][CH3:14])=[N:11][CH:12]=2)[CH3:6])[CH2:3][CH2:2]1.[C:23]([O:27][C:28]([N:30]1[CH2:35][CH2:34][O:33][C@@H:32]([C:36](O)=[O:37])[CH2:31]1)=[O:29])([CH3:26])([CH3:25])[CH3:24], predict the reaction product. The product is: [CH:1]1([N:4]([CH:5]([C:7]2[CH:12]=[N:11][C:10]([O:13][CH3:14])=[C:9]([C:15]#[C:16][CH2:17][NH:18][C:19]([O:20][CH3:21])=[O:22])[CH:8]=2)[CH3:6])[C:36]([C@@H:32]2[O:33][CH2:34][CH2:35][N:30]([C:28]([O:27][C:23]([CH3:26])([CH3:25])[CH3:24])=[O:29])[CH2:31]2)=[O:37])[CH2:3][CH2:2]1. (3) Given the reactants CC(OI1(OC(C)=O)(OC(C)=O)OC(=O)C2C=CC=CC1=2)=O.[CH3:23][CH2:24][CH:25]([O:27][C:28]([N:30]1[CH:35]([CH2:36][CH2:37][OH:38])[CH2:34][CH2:33][CH2:32][CH2:31]1)=[O:29])[CH3:26], predict the reaction product. The product is: [O:38]=[CH:37][CH2:36][CH:35]1[CH2:34][CH2:33][CH2:32][CH2:31][N:30]1[C:28]([O:27][CH:25]([CH2:24][CH3:23])[CH3:26])=[O:29]. (4) Given the reactants O[C:2]1[C:3](=O)[C:4](=[O:7])[C:5]=1[OH:6].[CH2:9](O)[CH2:10][CH2:11][CH3:12], predict the reaction product. The product is: [CH2:9]([C:2]1[C:5](=[O:6])[C:4](=[O:7])[C:3]=1[CH2:3][CH2:2][CH2:5][CH3:4])[CH2:10][CH2:11][CH3:12]. (5) Given the reactants Cl.[F:2][C:3]1[CH:8]=[C:7]([F:9])[CH:6]=[CH:5][C:4]=1[NH:10]N.[CH3:12][CH:13]([C:22](=O)[CH3:23])[CH2:14][CH2:15][CH2:16][CH2:17][S:18]([OH:21])(=[O:20])=[O:19], predict the reaction product. The product is: [F:9][C:7]1[CH:6]=[C:5]2[C:4](=[C:3]([F:2])[CH:8]=1)[N:10]=[C:22]([CH3:23])[C:13]2([CH3:12])[CH2:14][CH2:15][CH2:16][CH2:17][S:18]([OH:21])(=[O:19])=[O:20].